This data is from TCR-epitope binding with 47,182 pairs between 192 epitopes and 23,139 TCRs. The task is: Binary Classification. Given a T-cell receptor sequence (or CDR3 region) and an epitope sequence, predict whether binding occurs between them. (1) The epitope is LEPLVDLPI. The TCR CDR3 sequence is CASRQNTEAFF. Result: 0 (the TCR does not bind to the epitope). (2) The epitope is QARQMVQAMRTIGTHP. The TCR CDR3 sequence is CSATRAGRAYNEQFF. Result: 1 (the TCR binds to the epitope). (3) The epitope is SLFNTVATLY. The TCR CDR3 sequence is CASSLSGLGDNEQFF. Result: 0 (the TCR does not bind to the epitope).